This data is from Catalyst prediction with 721,799 reactions and 888 catalyst types from USPTO. The task is: Predict which catalyst facilitates the given reaction. (1) Reactant: Cl.[NH2:2][C@H:3]([C:12]([O:14][CH3:15])=[O:13])[CH2:4][C:5]1[CH:10]=[CH:9][C:8]([OH:11])=[CH:7][CH:6]=1.C(N(CC)CC)C.[Cl:23][C:24]1[CH:32]=[CH:31][CH:30]=[C:29]([Cl:33])[C:25]=1[C:26](Cl)=[O:27]. Product: [Cl:23][C:24]1[CH:32]=[CH:31][CH:30]=[C:29]([Cl:33])[C:25]=1[C:26]([NH:2][C@H:3]([C:12]([O:14][CH3:15])=[O:13])[CH2:4][C:5]1[CH:6]=[CH:7][C:8]([OH:11])=[CH:9][CH:10]=1)=[O:27]. The catalyst class is: 2. (2) Reactant: CC([O-])(C)C.[K+].[F:7][C:8]1[CH:9]=[C:10]([C:19]2[N:23]=[C:22]([C:24]3[CH:28]=[C:27]([CH3:29])[NH:26][N:25]=3)[O:21][N:20]=2)[CH:11]=[CH:12][C:13]=1[O:14][C:15]([F:18])([F:17])[F:16].Cl[CH2:31][C:32]1[CH:37]=[CH:36][N:35]=[C:34]([N:38]2[CH2:43][CH2:42][N:41]([CH:44]3[CH2:46][CH2:45]3)[CH2:40][CH2:39]2)[CH:33]=1. Product: [CH:44]1([N:41]2[CH2:40][CH2:39][N:38]([C:34]3[CH:33]=[C:32]([CH2:31][N:26]4[C:27]([CH3:29])=[CH:28][C:24]([C:22]5[O:21][N:20]=[C:19]([C:10]6[CH:11]=[CH:12][C:13]([O:14][C:15]([F:17])([F:16])[F:18])=[C:8]([F:7])[CH:9]=6)[N:23]=5)=[N:25]4)[CH:37]=[CH:36][N:35]=3)[CH2:43][CH2:42]2)[CH2:46][CH2:45]1. The catalyst class is: 56. (3) Reactant: [Li]CCCC.[F:6][C:7]([F:20])([F:19])[C:8]1[CH:9]=[C:10]([CH:12]=[C:13]([C:15]([F:18])([F:17])[F:16])[CH:14]=1)[NH2:11].C[O:22][C:23]([C:25]1([CH:39]2[CH2:43][CH2:42][CH2:41][CH2:40]2)[CH2:29][C:28](=[O:30])[N:27]([C:31]2[C:36]([CH3:37])=[CH:35][CH:34]=[CH:33][C:32]=2[CH3:38])[CH2:26]1)=O. Product: [F:6][C:7]([F:19])([F:20])[C:8]1[CH:9]=[C:10]([NH:11][C:23]([C:25]2([CH:39]3[CH2:43][CH2:42][CH2:41][CH2:40]3)[CH2:29][C:28](=[O:30])[N:27]([C:31]3[C:36]([CH3:37])=[CH:35][CH:34]=[CH:33][C:32]=3[CH3:38])[CH2:26]2)=[O:22])[CH:12]=[C:13]([C:15]([F:16])([F:17])[F:18])[CH:14]=1. The catalyst class is: 1.